Dataset: Catalyst prediction with 721,799 reactions and 888 catalyst types from USPTO. Task: Predict which catalyst facilitates the given reaction. Reactant: [NH2:1][CH2:2][C@@H:3]([OH:15])[CH2:4][P:5]([CH2:8][CH:9]1[CH2:14][CH2:13][CH2:12][CH2:11][CH2:10]1)(=[O:7])[OH:6].C(=O)([O-])[O-].[K+].[K+].[C:22]([O:26][C:27](O[C:27]([O:26][C:22]([CH3:25])([CH3:24])[CH3:23])=[O:28])=[O:28])([CH3:25])([CH3:24])[CH3:23].C(OCC)(=O)C. Product: [C:22]([O:26][C:27]([NH:1][CH2:2][C@@H:3]([OH:15])[CH2:4][P:5]([CH2:8][CH:9]1[CH2:14][CH2:13][CH2:12][CH2:11][CH2:10]1)(=[O:6])[OH:7])=[O:28])([CH3:25])([CH3:24])[CH3:23]. The catalyst class is: 1.